This data is from Full USPTO retrosynthesis dataset with 1.9M reactions from patents (1976-2016). The task is: Predict the reactants needed to synthesize the given product. (1) The reactants are: C(O)(C(F)(F)F)=O.[C:8]([N:11]([CH2:40][CH2:41][N:42]([CH3:44])[CH3:43])[C:12]1[CH:39]=[CH:38][C:15]([C:16]([NH:18][C:19]2[CH:24]=[C:23]([C:25]3[S:26][CH:27]=[CH:28][CH:29]=3)[CH:22]=[CH:21][C:20]=2[NH:30]C(=O)OC(C)(C)C)=[O:17])=[CH:14][CH:13]=1)(=[O:10])[CH3:9]. Given the product [C:8]([N:11]([CH2:40][CH2:41][N:42]([CH3:43])[CH3:44])[C:12]1[CH:39]=[CH:38][C:15]([C:16]([NH:18][C:19]2[CH:24]=[C:23]([C:25]3[S:26][CH:27]=[CH:28][CH:29]=3)[CH:22]=[CH:21][C:20]=2[NH2:30])=[O:17])=[CH:14][CH:13]=1)(=[O:10])[CH3:9], predict the reactants needed to synthesize it. (2) Given the product [I:12][C:11]1[CH:10]=[CH:9][C:6]([CH:7]2[O:22][CH2:23][C:24]([CH3:28])([CH3:26])[CH2:25][O:8]2)=[CH:5][C:4]=1[O:3][CH3:15], predict the reactants needed to synthesize it. The reactants are: [H-].[Na+].[OH:3][C:4]1[CH:5]=[C:6]([CH:9]=[CH:10][C:11]=1[I:12])[CH:7]=[O:8].IC.[C:15]1([O-])C=CC=CC=1.[OH:22][CH2:23][C:24]([CH3:28])([CH2:26]O)[CH3:25]. (3) The reactants are: [CH3:1][O:2][C:3]1[CH:8]=[CH:7][C:6]([C@@H:9]2[C@@H:14]([O:15][CH2:16][C:17]3[CH:18]=[CH:19][C:20]4[O:25][CH2:24][CH2:23][N:22]([CH2:26][CH2:27][CH2:28][O:29][CH3:30])[C:21]=4[CH:31]=3)[CH2:13][N:12]([S:32]([C:35]3[CH:40]=[CH:39][C:38]([CH3:41])=[CH:37][CH:36]=3)(=[O:34])=[O:33])[C@@H:11]([CH2:42][C:43]([CH3:47])([CH3:46])[CH:44]=O)[CH2:10]2)=[CH:5][CH:4]=1.[NH2:48][CH:49]1[CH2:54][CH2:53][O:52][CH2:51][CH2:50]1. Given the product [CH3:1][O:2][C:3]1[CH:8]=[CH:7][C:6]([C@@H:9]2[C@@H:14]([O:15][CH2:16][C:17]3[CH:18]=[CH:19][C:20]4[O:25][CH2:24][CH2:23][N:22]([CH2:26][CH2:27][CH2:28][O:29][CH3:30])[C:21]=4[CH:31]=3)[CH2:13][N:12]([S:32]([C:35]3[CH:40]=[CH:39][C:38]([CH3:41])=[CH:37][CH:36]=3)(=[O:34])=[O:33])[C@@H:11]([CH2:42][C:43]([CH3:47])([CH3:46])[CH2:44][NH:48][CH:49]3[CH2:54][CH2:53][O:52][CH2:51][CH2:50]3)[CH2:10]2)=[CH:5][CH:4]=1, predict the reactants needed to synthesize it. (4) Given the product [C:1]([C:3]1[CH:8]=[CH:7][C:6]([C:13]2[CH:14]=[C:15]([O:30][CH2:31][C@@H:32]3[CH2:36][CH2:35][N:34]([C:37]([O:39][C:40]([CH3:43])([CH3:42])[CH3:41])=[O:38])[CH2:33]3)[C:16]3[N:17]([C:26](=[O:29])[NH:27][N:28]=3)[C:18]=2[C:19]2[CH:24]=[CH:23][C:22]([CH3:25])=[CH:21][CH:20]=2)=[CH:5][CH:4]=1)#[N:2], predict the reactants needed to synthesize it. The reactants are: [C:1]([C:3]1[CH:8]=[CH:7][C:6](B(O)O)=[CH:5][CH:4]=1)#[N:2].Cl[C:13]1[CH:14]=[C:15]([O:30][CH2:31][C@@H:32]2[CH2:36][CH2:35][N:34]([C:37]([O:39][C:40]([CH3:43])([CH3:42])[CH3:41])=[O:38])[CH2:33]2)[C:16]2[N:17]([C:26](=[O:29])[NH:27][N:28]=2)[C:18]=1[C:19]1[CH:24]=[CH:23][C:22]([CH3:25])=[CH:21][CH:20]=1.C(=O)([O-])[O-].[Na+].[Na+]. (5) The reactants are: Br[CH2:2][CH2:3][CH2:4][N:5]1[C:9]2[CH:10]=[CH:11][CH:12]=[CH:13][C:8]=2[N:7]([C:14]2[C:23]3[C:18](=[CH:19][CH:20]=[CH:21][CH:22]=3)[CH:17]=[CH:16][CH:15]=2)[S:6]1(=[O:25])=[O:24].[CH3:26][NH2:27]. Given the product [CH3:26][NH:27][CH2:2][CH2:3][CH2:4][N:5]1[C:9]2[CH:10]=[CH:11][CH:12]=[CH:13][C:8]=2[N:7]([C:14]2[C:23]3[C:18](=[CH:19][CH:20]=[CH:21][CH:22]=3)[CH:17]=[CH:16][CH:15]=2)[S:6]1(=[O:25])=[O:24], predict the reactants needed to synthesize it. (6) The reactants are: [F:1][C:2]1[CH:10]=[C:9]([F:11])[CH:8]=[C:7]([F:12])[C:3]=1[C:4]([Cl:6])=[O:5].[CH3:13][N:14]([CH3:28])[CH:15]1[CH2:20][CH2:19][C:18]([C:21]2[CH:22]=[C:23]([NH2:27])[CH:24]=[CH:25][CH:26]=2)=[CH:17][CH2:16]1. Given the product [ClH:6].[CH3:13][N:14]([CH3:28])[CH:15]1[CH2:20][CH2:19][C:18]([C:21]2[CH:22]=[C:23]([NH:27][C:4](=[O:5])[C:3]3[C:2]([F:1])=[CH:10][C:9]([F:11])=[CH:8][C:7]=3[F:12])[CH:24]=[CH:25][CH:26]=2)=[CH:17][CH2:16]1, predict the reactants needed to synthesize it.